Dataset: Full USPTO retrosynthesis dataset with 1.9M reactions from patents (1976-2016). Task: Predict the reactants needed to synthesize the given product. (1) Given the product [ClH:1].[NH2:2][CH2:3][C:4]1([OH:18])[CH2:9][CH2:8][CH:7]([CH2:10][O:11][C:12]2[CH:17]=[CH:16][CH:15]=[CH:14][CH:13]=2)[CH2:6][CH2:5]1, predict the reactants needed to synthesize it. The reactants are: [ClH:1].[NH2:2][CH2:3][C:4]1([OH:18])[CH2:9][CH2:8][CH:7]([CH2:10][O:11][C:12]2[CH:17]=[CH:16][CH:15]=[CH:14][CH:13]=2)[CH2:6][CH2:5]1. (2) Given the product [NH2:18][C:16]1[S:17][CH:8]=[C:7]([C:5]2[N:6]=[C:2]([Cl:1])[S:3][C:4]=2[C:11]([O:13][CH3:14])=[O:12])[N:15]=1, predict the reactants needed to synthesize it. The reactants are: [Cl:1][C:2]1[S:3][C:4]([C:11]([O:13][CH3:14])=[O:12])=[C:5]([C:7](=O)[CH2:8]Cl)[N:6]=1.[NH2:15][C:16]([NH2:18])=[S:17]. (3) Given the product [OH-:5].[Na+:2].[CH2:7]1[N:8]([CH2:9][CH2:10][S:11]([OH:14])(=[O:13])=[O:12])[CH2:3][CH2:4][O:5][CH2:6]1, predict the reactants needed to synthesize it. The reactants are: [OH-].[Na+:2].[CH2:3]1[N:8]([CH2:9][CH2:10][S:11]([OH:14])(=[O:13])=[O:12])[CH2:7][CH2:6][O:5][CH2:4]1. (4) Given the product [CH2:1]([C:3]1[CH:4]=[CH:5][C:6]([C@H:9]2[CH2:14][C@@H:13]([C:15]([F:17])([F:16])[F:18])[N:12]3[N:19]=[CH:20][C:21]([C:22]([NH:67][CH2:66][C:63]4[CH:64]=[N:65][C:60]([O:59][CH3:58])=[CH:61][CH:62]=4)=[O:24])=[C:11]3[NH:10]2)=[CH:7][CH:8]=1)[CH3:2], predict the reactants needed to synthesize it. The reactants are: [CH2:1]([C:3]1[CH:8]=[CH:7][C:6]([C@H:9]2[CH2:14][C@@H:13]([C:15]([F:18])([F:17])[F:16])[N:12]3[N:19]=[CH:20][C:21]([C:22]([OH:24])=O)=[C:11]3[NH:10]2)=[CH:5][CH:4]=1)[CH3:2].CN(C(ON1N=NC2C=CC=NC1=2)=[N+](C)C)C.F[P-](F)(F)(F)(F)F.C(N(CC)C(C)C)(C)C.[CH3:58][O:59][C:60]1[N:65]=[CH:64][C:63]([CH2:66][NH2:67])=[CH:62][CH:61]=1. (5) The reactants are: [CH3:1][N:2]1[CH:6]=[C:5]([C:7]2[CH:8]=[C:9]([CH:18]=[CH:19][CH:20]=2)[CH2:10][CH2:11][O:12][CH2:13][CH2:14][C:15]([OH:17])=O)[CH:4]=[N:3]1.[CH3:21][O:22][CH:23]([O:33][CH3:34])[CH2:24][NH:25][CH:26]1[CH2:32][CH2:31][CH2:30][CH2:29][CH2:28][CH2:27]1.C(OCC)(=O)C. Given the product [CH:26]1([N:25]([CH2:24][CH:23]([O:33][CH3:34])[O:22][CH3:21])[C:15](=[O:17])[CH2:14][CH2:13][O:12][CH2:11][CH2:10][C:9]2[CH:18]=[CH:19][CH:20]=[C:7]([C:5]3[CH:4]=[N:3][N:2]([CH3:1])[CH:6]=3)[CH:8]=2)[CH2:32][CH2:31][CH2:30][CH2:29][CH2:28][CH2:27]1, predict the reactants needed to synthesize it. (6) Given the product [CH2:15]([O:3][CH:2]([CH3:1])[CH2:4][CH2:5][C:6]1[CH:7]=[CH:8][C:9]([OH:12])=[CH:10][CH:11]=1)[CH3:16], predict the reactants needed to synthesize it. The reactants are: [CH3:1][C:2]([CH2:4][CH2:5][C:6]1[CH:11]=[CH:10][C:9]([OH:12])=[CH:8][CH:7]=1)=[O:3].C([O-])([O-])O[CH2:15][CH3:16].[H][H]. (7) Given the product [C:3]1([C:19]2[NH:18][CH:20]=[C:2]([C:3]3[CH:4]=[CH:5][C:6]([O:14][CH3:11])=[CH:7][CH:8]=3)[N:10]=2)[CH:8]=[CH:7][CH:6]=[CH:5][CH:4]=1, predict the reactants needed to synthesize it. The reactants are: Cl.[C:2]([NH2:10])(=N)[C:3]1[CH:8]=[CH:7][CH:6]=[CH:5][CH:4]=1.[C:11](=[O:14])([O-])[O-].[K+].[K+].C[N:18]([CH:20]=O)[CH3:19].